Dataset: Forward reaction prediction with 1.9M reactions from USPTO patents (1976-2016). Task: Predict the product of the given reaction. (1) Given the reactants Br[C:2]1[CH:7]=[CH:6][CH:5]=[CH:4][C:3]=1[CH2:8][N:9]1[C:14](=[O:15])[C:13]([C:16]([NH:18][CH2:19][C:20]([OH:22])=[O:21])=[O:17])=[C:12]([OH:23])[C:11]([CH:24]([CH3:26])[CH3:25])=[N:10]1.[CH3:27][O:28][C:29]1[CH:34]=[CH:33][CH:32]=[CH:31][C:30]=1B(O)O.C(=O)([O-])[O-].[K+].[K+].Cl, predict the reaction product. The product is: [OH:23][C:12]1[C:11]([CH:24]([CH3:26])[CH3:25])=[N:10][N:9]([CH2:8][C:3]2[CH:4]=[CH:5][CH:6]=[CH:7][C:2]=2[C:30]2[CH:31]=[CH:32][CH:33]=[CH:34][C:29]=2[O:28][CH3:27])[C:14](=[O:15])[C:13]=1[C:16]([NH:18][CH2:19][C:20]([OH:22])=[O:21])=[O:17]. (2) Given the reactants [C:1]([C:3]1[C:24]2[C:19](=[CH:20][CH:21]=[CH:22][CH:23]=2)[C:6]2([CH2:11][CH2:10][N:9](C(OC(C)(C)C)=O)[CH2:8][CH2:7]2)[CH2:5][CH:4]=1)#[N:2].C(O)(C(F)(F)F)=O, predict the reaction product. The product is: [NH:9]1[CH2:8][CH2:7][C:6]2([C:19]3[C:24](=[CH:23][CH:22]=[CH:21][CH:20]=3)[C:3]([C:1]#[N:2])=[CH:4][CH2:5]2)[CH2:11][CH2:10]1. (3) Given the reactants [CH3:1][C:2]1[CH:3]=[C:4]([N+:17]([O-:19])=[O:18])[CH:5]=[C:6]([CH3:16])[C:7]=1[O:8][C:9]1[CH:14]=[CH:13][C:12]([OH:15])=[CH:11][CH:10]=1.Cl[S:21]([OH:24])(=[O:23])=[O:22], predict the reaction product. The product is: [CH3:16][C:6]1[CH:5]=[C:4]([N+:17]([O-:19])=[O:18])[CH:3]=[C:2]([CH3:1])[C:7]=1[O:8][C:9]1[CH:10]=[CH:11][C:12]([OH:15])=[C:13]([S:21]([OH:24])(=[O:23])=[O:22])[CH:14]=1. (4) The product is: [CH3:27][O:26][C:16]1[CH:17]=[C:18]([CH2:21][CH2:22][NH2:23])[CH:19]=[CH:20][C:15]=1[O:14][CH2:7][C:8]1[CH:9]=[CH:10][CH:11]=[CH:12][CH:13]=1. Given the reactants [H-].[Al+3].[Li+].[H-].[H-].[H-].[CH2:7]([O:14][C:15]1[CH:20]=[CH:19][C:18]([CH:21]=[CH:22][N+:23]([O-])=O)=[CH:17][C:16]=1[O:26][CH3:27])[C:8]1[CH:13]=[CH:12][CH:11]=[CH:10][CH:9]=1.[OH-].[Na+], predict the reaction product.